Dataset: TAP: 5 developability metrics (CDR length, charge patches, hydrophobicity). Task: Multi-output Regression. Predict 5 antibody developability metrics. (1) The antibody is ["['EVQLVESGGGLEQPGGSLRLSCAGSGFTFRDYAMTWVRQAPGKGLEWVSSISGSGGNTYYADSVKGRFTISRDNSKNTLYLQMNSLRAEDTAVYYCAKDRLSITIRPRYYGLDVWGQGTTVTVSS'\\n 'DIVMTQSPLSLPVTPGEPASISCRSSQSLLYSIGYNYLDWYLQKSGQSPQLLIYLGSNRASGVPDRFSGSGSGTDFTLKISRVEAEDVGFYYCMQALQTPYTFGQGTKLEIK']"]. Developability metrics: CDR_Length=57.0, PSH=156, PPC=0.307, PNC=0, SFvCSP=0. (2) The antibody is ["['QIQLQQSGPEVVKPGASVKISCKASGYTFTDYYITWVKQKPGQGLEWIGWIYPGSGNTKYNEKFKGKATLTVDTSSSTAFMQLSSLTSEDTAVYFCANYGNYWFAYWGQGTQVTVSA'\\n 'DIVLTQSPASLAVSLGQRATISCKASQSVDFDGDSYMNWYQQKPGQPPKVLIYAASNLESGIPARFSGSGSGTDFTLNIHPVEEEDAATYYCQQSNEDPWTFGGGTKLEIK']"]. Developability metrics: CDR_Length=48.0, PSH=131, PPC=0, PNC=2.08, SFvCSP=-9.80.